From a dataset of Experimentally validated miRNA-target interactions with 360,000+ pairs, plus equal number of negative samples. Binary Classification. Given a miRNA mature sequence and a target amino acid sequence, predict their likelihood of interaction. (1) The miRNA is hsa-miR-4458 with sequence AGAGGUAGGUGUGGAAGAA. The protein sequence of the target gene is MASADKNGGSVSSVSSSRLQSRKPPNLSITIPPPEKETQAPGEQDSMLPEGFQNRRLKKSQPRTWAAHTTACPPSFLPKRKNPAYLKSVSLQEPRSRWQESSEKRPGFRRQASLSQSIRKGAAQWFGVSGDWEGQRQQWQRRSLHHCSMRYGRLKASCQRDLELPSQEAPSFQGTESPKPCKMPKIVDPLARGRAFRHPEEMDRPHAPHPPLTPGVLSLTSFTSVRSGYSHLPRRKRMSVAHMSLQAAAALLKGRSVLDATGQRCRVVKRSFAFPSFLEEDVVDGADTFDSSFFSKEEMS.... Result: 1 (interaction). (2) The miRNA is hsa-miR-3153 with sequence GGGGAAAGCGAGUAGGGACAUUU. The protein sequence of the target gene is MPSCDPGPGPACLPTKTFRSYLPRCHRTYSCVHCRAHLAKHDELISKSFQGSHGRAYLFNSVVNVGCGPAEQRLLLTGLHSVADIFCESCKTTLGWKYEQAFETSQKYKEGKYIIEMSHMVKDNGWD. Result: 1 (interaction). (3) The miRNA is hsa-miR-6715a-3p with sequence CCAAACCAGUCGUGCCUGUGG. The protein sequence of the target gene is MRMTMEEMKNEAETTSMVSMPLYAVMYPVFNELERVNLSAAQTLRAAFIKAEKENPGLTQDIIMKILEKKSVEVNFTESLLRMAADDVEEYMIERPEPEFQDLNEKARALKQILSKIPDEINDRVRFLQTIKDIASAIKELLDTVNNVFKKYQYQNRRALEHQKKEFVKYSKSFSDTLKTYFKDGKAINVFISANRLIHQTNLILQTFKTVA. Result: 0 (no interaction). (4) Result: 1 (interaction). The miRNA is hsa-miR-495-3p with sequence AAACAAACAUGGUGCACUUCUU. The protein sequence of the target gene is MRISKPHLRSISIQCYLCLLLNSHFLTEAGIHVFILGCFSAGLPKTEANWVNVISDLKKIEDLIQSMHIDATLYTESDVHPSCKVTAMKCFLLELQVISLESGDASIHDTVENLIILANNSLSSNGNVTESGCKECEELEEKNIKEFLQSFVHIVQMFINTS.